Dataset: Forward reaction prediction with 1.9M reactions from USPTO patents (1976-2016). Task: Predict the product of the given reaction. (1) Given the reactants C(OC([N:8]1[CH2:13][CH2:12][CH:11]([O:14][C:15]2[CH:20]=[C:19]([NH:21][C:22]([NH:24][C:25]3[N:26]([C:34]4[CH:39]=[CH:38][C:37]([CH3:40])=[CH:36][CH:35]=4)[N:27]=[C:28]([C:30]([CH3:33])([CH3:32])[CH3:31])[CH:29]=3)=[O:23])[CH:18]=[CH:17][N:16]=2)[CH2:10][CH2:9]1)=O)(C)(C)C.CCOC(C)=O.Cl, predict the reaction product. The product is: [C:30]([C:28]1[CH:29]=[C:25]([NH:24][C:22]([NH:21][C:19]2[CH:18]=[CH:17][N:16]=[C:15]([O:14][CH:11]3[CH2:10][CH2:9][NH:8][CH2:13][CH2:12]3)[CH:20]=2)=[O:23])[N:26]([C:34]2[CH:39]=[CH:38][C:37]([CH3:40])=[CH:36][CH:35]=2)[N:27]=1)([CH3:33])([CH3:31])[CH3:32]. (2) Given the reactants [C:1]([N:4]1[CH2:13][CH2:12][C:11]2[C:10]([N:14]3[CH2:19][CH2:18][O:17][CH2:16][C@@H:15]3[CH3:20])=[N:9][C:8]([C:21]3[CH:26]=[CH:25][C:24]([NH:27][C:28]([NH:30][CH2:31][CH3:32])=[O:29])=[CH:23][CH:22]=3)=[N:7][C:6]=2[C@@H:5]1[CH3:33])(=[O:3])[CH3:2].C(NC(NC1C=CC(C2N=C(N3CCOC[C@@H]3C)C3CCNC(C)C=3N=2)=CC=1)=O)C.CN(C)C=O.C(N(CC)C(C)C)(C)C.C(Cl)(=O)C, predict the reaction product. The product is: [C:1]([N:4]1[CH2:13][CH2:12][C:11]2[C:10]([N:14]3[CH2:19][CH2:18][O:17][CH2:16][C@@H:15]3[CH3:20])=[N:9][C:8]([C:21]3[CH:26]=[CH:25][C:24]([NH:27][C:28]([NH:30][CH2:31][CH3:32])=[O:29])=[CH:23][CH:22]=3)=[N:7][C:6]=2[C@H:5]1[CH3:33])(=[O:3])[CH3:2]. (3) Given the reactants [Cl:1][C:2]1[CH:8]=[CH:7][C:5]([OH:6])=[CH:4][C:3]=1[OH:9].[C:10]([CH2:12][CH2:13][CH2:14][O:15][C:16]1[CH:17]=[C:18]([CH2:22][C:23]([OH:25])=O)[CH:19]=[CH:20][CH:21]=1)#[N:11].P(Cl)(Cl)(Cl)(Cl)Cl.[CH3:32]N(C=O)C, predict the reaction product. The product is: [Cl:1][C:2]1[CH:8]=[C:7]2[C:5](=[CH:4][C:3]=1[OH:9])[O:6][CH:32]=[C:22]([C:18]1[CH:17]=[C:16]([CH:21]=[CH:20][CH:19]=1)[O:15][CH2:14][CH2:13][CH2:12][C:10]#[N:11])[C:23]2=[O:25]. (4) Given the reactants [N:1]1(C(OC(C)(C)C)=O)[CH2:6][CH2:5][NH:4][CH2:3][CH2:2]1.[Cl:14][C:15]1[CH:26]=[CH:25][C:18](/[CH:19]=[CH:20]/[S:21](Cl)(=[O:23])=[O:22])=[CH:17][CH:16]=1, predict the reaction product. The product is: [ClH:14].[Cl:14][C:15]1[CH:16]=[CH:17][C:18](/[CH:19]=[CH:20]/[S:21]([N:1]2[CH2:2][CH2:3][NH:4][CH2:5][CH2:6]2)(=[O:23])=[O:22])=[CH:25][CH:26]=1.